Dataset: Reaction yield outcomes from USPTO patents with 853,638 reactions. Task: Predict the reaction yield, written as a fraction of the theoretical maximum amount of product (1.0 means a 100% yield; for example, 0.34 means a 34% yield). (1) The reactants are [Cl:1][C:2]1[CH:10]=[C:6]([C:7]([OH:9])=O)[C:5]([OH:11])=[CH:4][CH:3]=1.[NH2:12][C:13]1[S:14][CH:15]=[C:16]([C:18]2[C:23]([F:24])=[C:22]([F:25])[C:21]([F:26])=[C:20]([F:27])[C:19]=2[F:28])[N:17]=1. No catalyst specified. The product is [Cl:1][C:2]1[CH:3]=[CH:4][C:5]([OH:11])=[C:6]([CH:10]=1)[C:7]([NH:12][C:13]1[S:14][CH:15]=[C:16]([C:18]2[C:19]([F:28])=[C:20]([F:27])[C:21]([F:26])=[C:22]([F:25])[C:23]=2[F:24])[N:17]=1)=[O:9]. The yield is 0.238. (2) The reactants are [O:1]1[CH2:5][CH2:4][CH2:3][C@H:2]1[C:6]1[O:10][C:9](=[O:11])[C:8]2([CH2:16][CH2:15][CH2:14][CH2:13][CH2:12]2)[N:7]=1.[NH2:17][C@@H:18]([CH:32]([CH3:34])[CH3:33])[C@H:19]([OH:31])[C:20]([NH:22][C@H:23]1[CH2:29][CH2:28][CH2:27][CH2:26][NH:25][C:24]1=[O:30])=[O:21]. The catalyst is CN(C)C=O. The product is [O:30]=[C:24]1[C@@H:23]([NH:22][C:20](=[O:21])[C@@H:19]([OH:31])[C@@H:18]([NH:17][C:9]([C:8]2([NH:7][C:6]([C@@H:2]3[CH2:3][CH2:4][CH2:5][O:1]3)=[O:10])[CH2:16][CH2:15][CH2:14][CH2:13][CH2:12]2)=[O:11])[CH:32]([CH3:34])[CH3:33])[CH2:29][CH2:28][CH2:27][CH2:26][NH:25]1. The yield is 0.880. (3) The reactants are [Br:1][C:2]1[CH:3]=[C:4]([CH3:11])[C:5](F)=[C:6]([CH:9]=1)[C:7]#[N:8].C(=O)([O-])[O-].[K+].[K+].[NH:18]1[CH:22]=[N:21][CH:20]=[N:19]1. The catalyst is CN(C=O)C.O. The product is [Br:1][C:2]1[CH:3]=[C:4]([CH3:11])[C:5]([N:18]2[CH:22]=[N:21][CH:20]=[N:19]2)=[C:6]([CH:9]=1)[C:7]#[N:8]. The yield is 0.490. (4) The reactants are [Si]([O:8][C@@H:9]([C:65]1[CH:70]=[CH:69][CH:68]=[CH:67][C:66]=1[C:71]1[CH:76]=[CH:75][C:74]([Cl:77])=[CH:73][CH:72]=1)[CH:10]1[CH2:15][CH2:14][N:13]([C:16]2[CH:64]=[CH:63][C:19]([C:20]([NH:22][S:23]([C:26]3[CH:31]=[CH:30][C:29]([NH:32][C@H:33]([CH2:42][CH2:43][N:44]4[CH2:49][CH2:48][O:47][CH2:46][C@@H:45]4[CH2:50][N:51]([CH2:54][CH3:55])[CH2:52][CH3:53])[CH2:34][S:35][C:36]4[CH:41]=[CH:40][CH:39]=[CH:38][CH:37]=4)=[C:28]([S:56]([C:59]([F:62])([F:61])[F:60])(=[O:58])=[O:57])[CH:27]=3)(=[O:25])=[O:24])=[O:21])=[CH:18][CH:17]=2)[CH2:12][CH2:11]1)(C(C)(C)C)(C)C.CCCC[N+](CCCC)(CCCC)CCCC.[F-]. No catalyst specified. The product is [Cl:77][C:74]1[CH:75]=[CH:76][C:71]([C:66]2[CH:67]=[CH:68][CH:69]=[CH:70][C:65]=2[C@H:9]([OH:8])[CH:10]2[CH2:15][CH2:14][N:13]([C:16]3[CH:17]=[CH:18][C:19]([C:20]([NH:22][S:23]([C:26]4[CH:31]=[CH:30][C:29]([NH:32][C@H:33]([CH2:42][CH2:43][N:44]5[CH2:49][CH2:48][O:47][CH2:46][C@@H:45]5[CH2:50][N:51]([CH2:54][CH3:55])[CH2:52][CH3:53])[CH2:34][S:35][C:36]5[CH:41]=[CH:40][CH:39]=[CH:38][CH:37]=5)=[C:28]([S:56]([C:59]([F:62])([F:61])[F:60])(=[O:57])=[O:58])[CH:27]=4)(=[O:24])=[O:25])=[O:21])=[CH:63][CH:64]=3)[CH2:12][CH2:11]2)=[CH:72][CH:73]=1. The yield is 0.480. (5) The reactants are [OH:1][C:2]1[C:7]([C:8]([OH:10])=O)=[CH:6][N:5]=[C:4]([C:11]2[N:12]=[N:13][CH:14]=[CH:15][CH:16]=2)[N:3]=1.OC1C(C(OC)=O)=CN=C(C2N=NC=CC=2)N=1.[OH-].[Na+].C(OC1C(C(OCC)=O)=CN=C(N2C=CC=N2)N=1)C1C=CC=CC=1.C(OC1C(C(O)=O)=CN=C(N2C=CC=N2)N=1)C1C=CC=CC=1.[CH3:82][C:83]1[CH:84]=[CH:85][C:86]([S:89]([NH2:92])(=[O:91])=[O:90])=[CH:87][CH:88]=1.C(N(CC)CC)C. The catalyst is S(Cl)(Cl)=O.CN(C1C=CN=CC=1)C. The product is [OH:1][C:2]1[C:7]([C:8]([NH:92][S:89]([C:86]2[CH:87]=[CH:88][C:83]([CH3:82])=[CH:84][CH:85]=2)(=[O:90])=[O:91])=[O:10])=[CH:6][N:5]=[C:4]([C:11]2[N:12]=[N:13][CH:14]=[CH:15][CH:16]=2)[N:3]=1. The yield is 0.500. (6) The reactants are C(N=C=NCCCN(C)C)C.[OH:12][C:13]1[CH:18]=[CH:17][C:16]([N:19]([CH2:30][C:31]([OH:33])=O)[C:20](=[O:29])/[CH:21]=[CH:22]/[C:23]2[CH:28]=[CH:27][CH:26]=[CH:25][CH:24]=2)=[CH:15][CH:14]=1.ON1C2N=CC=CC=2N=N1.[C:44]([O:48][C:49]([NH:51][C@H:52]1[CH2:56][CH2:55][NH:54][CH2:53]1)=[O:50])([CH3:47])([CH3:46])[CH3:45].CN1CCOCC1. The catalyst is CN(C=O)C.C(OCC)(=O)C. The product is [OH:12][C:13]1[CH:14]=[CH:15][C:16]([N:19]([C:20](=[O:29])/[CH:21]=[CH:22]/[C:23]2[CH:24]=[CH:25][CH:26]=[CH:27][CH:28]=2)[CH2:30][C:31]([N:54]2[CH2:55][CH2:56][C@H:52]([NH:51][C:49](=[O:50])[O:48][C:44]([CH3:46])([CH3:45])[CH3:47])[CH2:53]2)=[O:33])=[CH:17][CH:18]=1. The yield is 0.720. (7) The reactants are I[C:2]1[CH:3]=[CH:4][C:5]2[N:6]([CH:8]=[C:9]([NH:11][C:12]([CH:14]3[CH2:16][CH2:15]3)=[O:13])[N:10]=2)[N:7]=1.[NH2:17][C:18]1[CH:19]=[C:20]([OH:25])[CH:21]=[CH:22][C:23]=1[CH3:24].C(=O)([O-])[O-].[K+].[K+]. The catalyst is CN(C)C=O. The product is [NH2:17][C:18]1[CH:19]=[C:20]([CH:21]=[CH:22][C:23]=1[CH3:24])[O:25][C:2]1[CH:3]=[CH:4][C:5]2[N:6]([CH:8]=[C:9]([NH:11][C:12]([CH:14]3[CH2:16][CH2:15]3)=[O:13])[N:10]=2)[N:7]=1. The yield is 0.580. (8) The yield is 0.720. The catalyst is CCCCCC.C(OCC)(=O)C. The product is [CH2:1]([O:8][P:9]([C@@:19]1([O:57][C@H:56]([CH2:58][O:59][C@@H:60]2[O:110][C@H:109]([CH2:111][O:112][CH2:113][C:114]3[CH:119]=[CH:118][CH:117]=[CH:116][CH:115]=3)[C@@H:95]([O:96][P:97]3(=[O:108])[O:98][CH2:99][C:100]4[CH:107]=[CH:106][CH:105]=[CH:104][C:101]=4[CH2:102][O:103]3)[C@H:62]([O:63][C:64](=[O:94])[CH2:65][C@H:66]([O:78][C:79](=[O:93])[CH2:80][CH2:81][CH2:82][CH2:83][CH2:84][CH2:85][CH2:86][CH2:87][CH2:88][CH2:89][CH3:90])[CH2:67][CH2:68][CH2:69][CH2:70][CH2:71][CH2:72][CH2:73][CH2:74][CH3:75])[C@H:61]2[NH:120][C:121](=[O:149])[CH2:122][C@H:123]([O:135][C:136](=[O:148])[CH2:137][CH2:138][CH2:139][CH2:140][CH2:141][CH2:142][CH2:143][CH2:144][CH2:145][CH2:146][CH3:147])[CH2:124][CH2:125][CH2:126][CH2:127][CH2:128][CH2:129][CH2:130][CH2:131][CH2:132][CH2:133][CH3:134])[C@@H:47]([O:48][CH2:49][C:50]2[CH:51]=[CH:52][CH:53]=[CH:54][CH:55]=2)[C@H:22]([O:23][C:24](=[O:46])[CH2:25][C@H:26]([O:38][CH2:39][C:40]2[CH:45]=[CH:44][CH:43]=[CH:42][CH:41]=2)[CH2:27][CH2:28][CH2:29][CH2:30][CH2:31][CH2:32][CH2:33][CH2:34][CH3:35])[C@H:21]1[NH:150][C:151](=[O:173])[CH2:152][C@H:153]([O:165][CH2:166][C:167]1[CH:172]=[CH:171][CH:170]=[CH:169][CH:168]=1)[CH2:154][CH2:155][CH2:156][CH2:157][CH2:158][CH2:159][CH2:160][CH2:161][CH2:162][CH2:163][CH3:164])[OH:20])([O:11][CH2:12][C:13]1[CH:14]=[CH:15][CH:16]=[CH:17][CH:18]=1)=[O:10])[C:2]1[CH:7]=[CH:6][CH:5]=[CH:4][CH:3]=1. The reactants are [CH2:1]([O:8][P:9]([C@@:19]1([O:57][C@H:56]([CH2:58][O:59][C@@H:60]2[O:110][C@H:109]([CH2:111][O:112][CH2:113][C:114]3[CH:119]=[CH:118][CH:117]=[CH:116][CH:115]=3)[C@@H:95]([O:96][P:97]3(=[O:108])[O:103][CH2:102][C:101]4[CH:104]=[CH:105][CH:106]=[CH:107][C:100]=4[CH2:99][O:98]3)[C@H:62]([O:63][C:64](=[O:94])[CH2:65][C@H:66]([O:78][C:79](=[O:93])[CH2:80][CH2:81][CH2:82][CH2:83][CH2:84][CH2:85][CH2:86][CH2:87][CH2:88][CH2:89][CH2:90]CC)[CH2:67][CH2:68][CH2:69][CH2:70][CH2:71][CH2:72][CH2:73][CH2:74][CH2:75]CC)[C@H:61]2[NH:120][C:121](=[O:149])[CH2:122][C@H:123]([O:135][C:136](=[O:148])[CH2:137][CH2:138][CH2:139][CH2:140][CH2:141][CH2:142][CH2:143][CH2:144][CH2:145][CH2:146][CH3:147])[CH2:124][CH2:125][CH2:126][CH2:127][CH2:128][CH2:129][CH2:130][CH2:131][CH2:132][CH2:133][CH3:134])[C@@H:47]([O:48][CH2:49][C:50]2[CH:55]=[CH:54][CH:53]=[CH:52][CH:51]=2)[C@H:22]([O:23][C:24](=[O:46])[CH2:25][C@H:26]([O:38][CH2:39][C:40]2[CH:45]=[CH:44][CH:43]=[CH:42][CH:41]=2)[CH2:27][CH2:28][CH2:29][CH2:30][CH2:31][CH2:32][CH2:33][CH2:34][CH2:35]CC)[C@H:21]1[NH:150][C:151](=[O:173])[CH2:152][C@H:153]([O:165][CH2:166][C:167]1[CH:172]=[CH:171][CH:170]=[CH:169][CH:168]=1)[CH2:154][CH2:155][CH2:156][CH2:157][CH2:158][CH2:159][CH2:160][CH2:161][CH2:162][CH2:163][CH3:164])[OH:20])([O:11][CH2:12][C:13]1[CH:18]=[CH:17][CH:16]=[CH:15][CH:14]=1)=[O:10])[C:2]1[CH:7]=[CH:6][CH:5]=[CH:4][CH:3]=1. (9) The reactants are [CH3:1][S:2]([NH:5][C:6]1[CH:11]=[CH:10][C:9]([S:12][CH2:13][CH2:14][CH2:15][C:16]([OH:18])=O)=[CH:8][CH:7]=1)(=[O:4])=[O:3].[CH3:19][O:20][C:21]1[CH:29]=[CH:28][CH:27]=[CH:26][C:22]=1[CH2:23][NH:24][CH3:25]. No catalyst specified. The product is [CH3:19][O:20][C:21]1[CH:29]=[CH:28][CH:27]=[CH:26][C:22]=1[CH2:23][N:24]([CH3:25])[C:16](=[O:18])[CH2:15][CH2:14][CH2:13][S:12][C:9]1[CH:8]=[CH:7][C:6]([NH:5][S:2]([CH3:1])(=[O:3])=[O:4])=[CH:11][CH:10]=1. The yield is 0.720.